Task: Predict the reactants needed to synthesize the given product.. Dataset: Full USPTO retrosynthesis dataset with 1.9M reactions from patents (1976-2016) (1) Given the product [C:11]([C:10]1([C:9]([NH:8][CH2:1][C:2]2[CH:7]=[CH:6][CH:5]=[CH:4][CH:3]=2)=[O:14])[CH2:25][CH2:24][CH2:23][CH2:22]1)(=[O:13])[CH3:12], predict the reactants needed to synthesize it. The reactants are: [CH2:1]([NH:8][C:9](=[O:14])[CH2:10][C:11](=[O:13])[CH3:12])[C:2]1[CH:7]=[CH:6][CH:5]=[CH:4][CH:3]=1.C([O-])([O-])=O.[K+].[K+].Br[CH2:22][CH2:23][CH2:24][CH2:25]Br. (2) The reactants are: [Cl:1][C:2]1[CH:7]=[CH:6][C:5]([CH2:8][N:9]2[CH2:21][CH2:20][C:19]3[C:18]4[C:13](=[CH:14][CH:15]=[C:16]([O:22][CH3:23])[CH:17]=4)[N:12](C(OC(C)(C)C)=O)[C:11]=3[C:10]2=[O:31])=[C:4]([F:32])[C:3]=1[O:33][C:34]1[CH:39]=[C:38]([C:40]#[N:41])[CH:37]=[C:36]([Cl:42])[CH:35]=1.C(O)(C(F)(F)F)=O. Given the product [Cl:42][C:36]1[CH:37]=[C:38]([CH:39]=[C:34]([O:33][C:3]2[C:2]([Cl:1])=[CH:7][CH:6]=[C:5]([CH2:8][N:9]3[CH2:21][CH2:20][C:19]4[C:18]5[C:13](=[CH:14][CH:15]=[C:16]([O:22][CH3:23])[CH:17]=5)[NH:12][C:11]=4[C:10]3=[O:31])[C:4]=2[F:32])[CH:35]=1)[C:40]#[N:41], predict the reactants needed to synthesize it. (3) Given the product [Cl:1][C:2]1[CH:3]=[CH:4][C:5]([CH2:6][NH:7][C:8]([N:21]2[CH2:20][CH2:19][N:18]([CH2:17][C:16]3[CH:24]=[CH:25][C:13]([Cl:12])=[CH:14][CH:15]=3)[CH2:23][CH2:22]2)=[O:9])=[CH:10][CH:11]=1, predict the reactants needed to synthesize it. The reactants are: [Cl:1][C:2]1[CH:11]=[CH:10][C:5]([CH2:6][N:7]=[C:8]=[O:9])=[CH:4][CH:3]=1.[Cl:12][C:13]1[CH:25]=[CH:24][C:16]([CH2:17][N:18]2[CH2:23][CH2:22][NH:21][CH2:20][CH2:19]2)=[CH:15][CH:14]=1. (4) Given the product [Cl:1][C:2]1[CH:7]=[C:6]([C:8]2[N:9]=[C:10]([N:25]3[CH2:26][CH2:27][N:22]([CH3:21])[CH2:23][CH2:24]3)[C:11]3[C:17]([O:18][CH3:19])=[CH:16][N:15]=[CH:14][C:12]=3[N:13]=2)[CH:5]=[CH:4][N:3]=1, predict the reactants needed to synthesize it. The reactants are: [Cl:1][C:2]1[CH:7]=[C:6]([C:8]2[N:9]=[C:10](O)[C:11]3[C:17]([O:18][CH3:19])=[CH:16][N:15]=[CH:14][C:12]=3[N:13]=2)[CH:5]=[CH:4][N:3]=1.[CH3:21][N:22]1[CH2:27][CH2:26][NH:25][CH2:24][CH2:23]1.C(OC(N1CCN(C2C3C(C4CC4)=CN=CC=3N=C(C3C=CN=C(Cl)C=3)N=2)CC1)=O)(C)(C)C. (5) Given the product [F:19][C:20]1[CH:25]=[CH:24][C:23]([C:2]2[CH:3]=[N:4][C:5]3[N:6]([CH:8]=[C:9]([CH2:11][O:12][C:13]4[CH:18]=[CH:17][CH:16]=[CH:15][N:14]=4)[N:10]=3)[CH:7]=2)=[C:22]([S:29][CH3:30])[CH:21]=1, predict the reactants needed to synthesize it. The reactants are: Br[C:2]1[CH:3]=[N:4][C:5]2[N:6]([CH:8]=[C:9]([CH2:11][O:12][C:13]3[CH:18]=[CH:17][CH:16]=[CH:15][N:14]=3)[N:10]=2)[CH:7]=1.[F:19][C:20]1[CH:25]=[CH:24][C:23](B(O)O)=[C:22]([S:29][CH3:30])[CH:21]=1. (6) The reactants are: [Cl:1][C:2]1[CH:3]=[C:4]([CH2:9][CH2:10][NH2:11])[CH:5]=[CH:6][C:7]=1[Cl:8].[F:12][C:13]([F:24])([F:23])[C:14](O[C:14](=[O:15])[C:13]([F:24])([F:23])[F:12])=[O:15]. Given the product [Cl:1][C:2]1[CH:3]=[C:4]([CH:5]=[CH:6][C:7]=1[Cl:8])[CH2:9][CH2:10][NH:11][C:14](=[O:15])[C:13]([F:24])([F:23])[F:12], predict the reactants needed to synthesize it. (7) Given the product [CH3:21][C@@H:17]1[CH2:18][CH2:19][CH2:20][N:16]1[CH2:15][CH2:14][C:12]1[O:13][C:9]2[CH:8]=[CH:7][C:6]([C:4]([C:24]3[CH:29]=[CH:28][CH:27]=[CH:26][CH:25]=3)=[O:5])=[CH:22][C:10]=2[CH:11]=1, predict the reactants needed to synthesize it. The reactants are: CON(C)[C:4]([C:6]1[CH:7]=[CH:8][C:9]2[O:13][C:12]([CH2:14][CH2:15][N:16]3[CH2:20][CH2:19][CH2:18][C@H:17]3[CH3:21])=[CH:11][C:10]=2[CH:22]=1)=[O:5].[C:24]1([Mg]Br)[CH:29]=[CH:28][CH:27]=[CH:26][CH:25]=1.